From a dataset of Forward reaction prediction with 1.9M reactions from USPTO patents (1976-2016). Predict the product of the given reaction. (1) Given the reactants [OH:1][C:2]1[CH:3]=[C:4]2[C:8](=[CH:9][CH:10]=1)[NH:7][CH:6]=[CH:5]2.[CH2:11]([O:18][CH2:19][C:20]1[CH:25]=[C:24](Cl)[N:23]=[CH:22][N:21]=1)[C:12]1[CH:17]=[CH:16][CH:15]=[CH:14][CH:13]=1.C1CCN2C(=NCCC2)CC1, predict the reaction product. The product is: [CH2:11]([O:18][CH2:19][C:20]1[N:21]=[CH:22][N:23]=[C:24]([O:1][C:2]2[CH:3]=[C:4]3[C:8](=[CH:9][CH:10]=2)[NH:7][CH:6]=[CH:5]3)[CH:25]=1)[C:12]1[CH:13]=[CH:14][CH:15]=[CH:16][CH:17]=1. (2) Given the reactants C([O:4][C:5]1[CH:9]=[N:8][N:7]([C:10]2[CH:15]=[CH:14][CH:13]=[C:12]([N+:16]([O-])=O)[CH:11]=2)[N:6]=1)(=O)C.[H][H].[NH2:21][C@H:22]1[CH2:27][CH2:26][CH2:25][CH2:24][C@H:23]1[NH:28][C:29]1[N:34]=[C:33](NC2C=C(N3N=CC=[N+]3[O-])C=CC=2)[C:32]([C:48](=[O:50])[NH2:49])=[CH:31][N:30]=1, predict the reaction product. The product is: [NH2:21][C@H:22]1[CH2:27][CH2:26][CH2:25][CH2:24][C@H:23]1[NH:28][C:29]1[N:34]=[C:33]([NH:16][C:12]2[CH:13]=[CH:14][CH:15]=[C:10]([N:7]3[N:6]=[C:5]([OH:4])[CH:9]=[N:8]3)[CH:11]=2)[C:32]([C:48]([NH2:49])=[O:50])=[CH:31][N:30]=1.